Dataset: Catalyst prediction with 721,799 reactions and 888 catalyst types from USPTO. Task: Predict which catalyst facilitates the given reaction. (1) The catalyst class is: 530. Product: [OH:41][CH2:1][C:2]([CH2:11][OH:43])([CH2:3][OH:42])[NH2:29].[Cl-:39].[Na+:40]. Reactant: [CH3:1][C@@:2]12[C@H:11]3C[C@@H:1](O)[C@:2]4(C)[C@@H:11](C5COC(=O)C=5)CC[C@:3]4(O)[C@@H]3CC[C@@H]1C[C@@H](O)C[CH2:3]2.[N:29](CCO)(CCO)CCO.[Cl-:39].[Na+:40].[OH2:41].[OH2:42].[OH2:43].O.O.O.[Cl-].[Mg+2].[Cl-].Cl. (2) Reactant: [CH3:1][CH:2]([O:5][C:6](=[O:33])[C@H:7]([CH2:19][CH2:20][CH2:21][NH:22]C(OCC1C=CC=CC=1)=O)[NH:8][S:9]([C:12]1[CH:17]=[CH:16][C:15]([CH3:18])=[CH:14][CH:13]=1)(=[O:11])=[O:10])[CH2:3][CH3:4].CO. Product: [CH3:1][CH:2]([O:5][C:6](=[O:33])[C@H:7]([CH2:19][CH2:20][CH2:21][NH2:22])[NH:8][S:9]([C:12]1[CH:13]=[CH:14][C:15]([CH3:18])=[CH:16][CH:17]=1)(=[O:11])=[O:10])[CH2:3][CH3:4]. The catalyst class is: 63. (3) Reactant: [N+]([C:4]1[CH:12]=[CH:11][C:7]([C:8](Cl)=[O:9])=[CH:6][CH:5]=1)([O-])=O.[Cl-].[Al+3].[Cl-].[Cl-]. Product: [C:8]([C:4]1[CH:12]=[CH:11][CH:7]=[CH:6][CH:5]=1)(=[O:9])[C:7]1[CH:11]=[CH:12][CH:4]=[CH:5][CH:6]=1. The catalyst class is: 22. (4) Reactant: C(N(CC)CC)C.[OH:8][CH2:9][C:10]1[CH:15]=[CH:14][C:13]([C:16]2[C:17]([N:22]3[CH2:27][CH2:26][N:25]([CH2:28][CH2:29][N:30]([CH3:40])[S:31]([C:34]4[CH:35]=[N:36][N:37]([CH3:39])[CH:38]=4)(=[O:33])=[O:32])[CH2:24][CH2:23]3)=[N:18][CH:19]=[CH:20][N:21]=2)=[CH:12][CH:11]=1.[CH3:41][S:42](Cl)(=[O:44])=[O:43]. Product: [CH3:40][N:30]([S:31]([C:34]1[CH:35]=[N:36][N:37]([CH3:39])[CH:38]=1)(=[O:33])=[O:32])[CH2:29][CH2:28][N:25]1[CH2:24][CH2:23][N:22]([C:17]2[C:16]([C:13]3[CH:14]=[CH:15][C:10]([CH2:9][O:8][S:42]([CH3:41])(=[O:44])=[O:43])=[CH:11][CH:12]=3)=[N:21][CH:20]=[CH:19][N:18]=2)[CH2:27][CH2:26]1. The catalyst class is: 614. (5) The catalyst class is: 53. Product: [Br:12][CH2:1][C:2]1[CH:3]=[C:4]2[C:9](=[CH:10][CH:11]=1)[N:8]=[CH:7][CH:6]=[N:5]2. Reactant: [CH3:1][C:2]1[CH:3]=[C:4]2[C:9](=[CH:10][CH:11]=1)[N:8]=[CH:7][CH:6]=[N:5]2.[Br:12]N1C(=O)CCC1=O.C(OOC(=O)C1C=CC=CC=1)(=O)C1C=CC=CC=1.ClCCl. (6) Reactant: [C:1]([O-:4])([O-])=[O:2].[K+].[K+].[N+:7](CS(C1C=CC(C)=CC=1)(=O)=O)#[C-:8].C([C:22]1[CH:23]=[C:24]([CH:29]=[CH:30][CH:31]=1)[C:25]([O:27][CH3:28])=O)=O.Cl. Product: [O:27]1[C:25]([C:24]2[CH:29]=[C:30]([CH:31]=[CH:22][CH:23]=2)[C:1]([OH:4])=[O:2])=[CH:8][N:7]=[CH:28]1. The catalyst class is: 5.